Dataset: CYP2C9 inhibition data for predicting drug metabolism from PubChem BioAssay. Task: Regression/Classification. Given a drug SMILES string, predict its absorption, distribution, metabolism, or excretion properties. Task type varies by dataset: regression for continuous measurements (e.g., permeability, clearance, half-life) or binary classification for categorical outcomes (e.g., BBB penetration, CYP inhibition). Dataset: cyp2c9_veith. The result is 0 (non-inhibitor). The molecule is Cc1ccc(S(=O)(=O)N=Nc2c(O)[nH]c3cc(O)c(C(=O)O)cc23)cc1.